Dataset: Reaction yield outcomes from USPTO patents with 853,638 reactions. Task: Predict the reaction yield, written as a fraction of the theoretical maximum amount of product (1.0 means a 100% yield; for example, 0.34 means a 34% yield). (1) The reactants are S(Cl)(Cl)=O.C1(CCCC(O)=O)C=CC=CC=1.C1(CCCC(Cl)=O)C=CC=CC=1.[CH3:29][O:30][C:31]1[CH:32]=[C:33]2[C:38](=[CH:39][C:40]=1[O:41][CH3:42])[N:37]=[CH:36][N:35]=[C:34]2[O:43][C:44]1[CH:50]=[CH:49][C:47]([NH2:48])=[CH:46][CH:45]=1.[C:51]1([CH2:57][CH2:58][CH2:59][C:60]([N:62]=[C:63]=[S:64])=[O:61])[CH:56]=[CH:55][CH:54]=[CH:53][CH:52]=1. The catalyst is C1(C)C=CC=CC=1.C(O)C. The product is [CH3:29][O:30][C:31]1[CH:32]=[C:33]2[C:38](=[CH:39][C:40]=1[O:41][CH3:42])[N:37]=[CH:36][N:35]=[C:34]2[O:43][C:44]1[CH:50]=[CH:49][C:47]([NH:48][C:63]([NH:62][C:60](=[O:61])[CH2:59][CH2:58][CH2:57][C:51]2[CH:52]=[CH:53][CH:54]=[CH:55][CH:56]=2)=[S:64])=[CH:46][CH:45]=1. The yield is 0.450. (2) The reactants are [Br:1][C:2]1[CH:7]=[CH:6][C:5]([N:8]2[C:12](=[O:13])[NH:11][N:10]=[CH:9]2)=[C:4]([F:14])[CH:3]=1.[NH:15]1[CH2:19][CH2:18][CH2:17][CH2:16]1.[CH2:20]=O. The catalyst is C(O)C. The product is [Br:1][C:2]1[CH:7]=[CH:6][C:5]([N:8]2[C:12](=[O:13])[N:11]([CH2:20][N:15]3[CH2:19][CH2:18][CH2:17][CH2:16]3)[N:10]=[CH:9]2)=[C:4]([F:14])[CH:3]=1. The yield is 0.539. (3) The reactants are [OH:1][C:2]1[CH:3]=[C:4]([CH:9]=[CH:10][CH:11]=1)[O:5][CH2:6][CH2:7][OH:8].[H-].[Na+].Cl[C:15]1[C:20]([N:21]2[CH2:26][CH2:25][N:24]([C:27]([O:29][C:30]([CH3:33])([CH3:32])[CH3:31])=[O:28])[CH2:23][CH2:22]2)=[N:19][CH:18]=[CH:17][N:16]=1. The catalyst is CN(C=O)C. The product is [OH:1][C:2]1[CH:3]=[C:4]([CH:9]=[CH:10][CH:11]=1)[O:5][CH2:6][CH2:7][O:8][C:15]1[C:20]([N:21]2[CH2:22][CH2:23][N:24]([C:27]([O:29][C:30]([CH3:33])([CH3:32])[CH3:31])=[O:28])[CH2:25][CH2:26]2)=[N:19][CH:18]=[CH:17][N:16]=1. The yield is 0.940.